From a dataset of Full USPTO retrosynthesis dataset with 1.9M reactions from patents (1976-2016). Predict the reactants needed to synthesize the given product. (1) Given the product [Cl:53][C:54]([Cl:58])([Cl:57])[C:55](=[NH:56])[O:12][CH:11]1[O:13][C@H:14]([CH2:35][O:36][CH2:37][C:38]2[CH:39]=[CH:40][CH:41]=[CH:42][CH:43]=2)[C@@H:15]([O:16][P:17]([O:19][CH2:20][C:21]2[CH:22]=[CH:23][CH:24]=[CH:25][CH:26]=2)([O:27][CH2:28][C:29]2[CH:34]=[CH:33][CH:32]=[CH:31][CH:30]=2)=[O:18])[C@H:9]([O:8][CH2:1][C:2]2[CH:7]=[CH:6][CH:5]=[CH:4][CH:3]=2)[C@H:10]1[NH:44][C:45]([O:47][CH2:48][C:49]([Cl:50])([Cl:52])[Cl:51])=[O:46], predict the reactants needed to synthesize it. The reactants are: [CH2:1]([O:8][C@H:9]1[C@H:15]([O:16][P:17]([O:27][CH2:28][C:29]2[CH:34]=[CH:33][CH:32]=[CH:31][CH:30]=2)([O:19][CH2:20][C:21]2[CH:26]=[CH:25][CH:24]=[CH:23][CH:22]=2)=[O:18])[C@@H:14]([CH2:35][O:36][CH2:37][C:38]2[CH:43]=[CH:42][CH:41]=[CH:40][CH:39]=2)[O:13][CH:11]([OH:12])[C@@H:10]1[NH:44][C:45]([O:47][CH2:48][C:49]([Cl:52])([Cl:51])[Cl:50])=[O:46])[C:2]1[CH:7]=[CH:6][CH:5]=[CH:4][CH:3]=1.[Cl:53][C:54]([Cl:58])([Cl:57])[C:55]#[N:56].C(=O)([O-])[O-].[Cs+].[Cs+]. (2) Given the product [NH2:1][C:2]([C:4]1[CH:5]=[C:6]([C:19]2[CH:20]=[C:21]3[C:26](=[CH:27][CH:28]=2)[CH2:25][N:24]([C:29]([O:31][C:32]([CH3:35])([CH3:34])[CH3:33])=[O:30])[CH2:23][CH2:22]3)[CH:7]=[CH:8][CH:9]=1)=[O:3], predict the reactants needed to synthesize it. The reactants are: [NH2:1][C:2]([C:4]1[CH:5]=[C:6](B(O)O)[CH:7]=[CH:8][CH:9]=1)=[O:3].FC(F)(F)S(O[C:19]1[CH:20]=[C:21]2[C:26](=[CH:27][CH:28]=1)[CH2:25][N:24]([C:29]([O:31][C:32]([CH3:35])([CH3:34])[CH3:33])=[O:30])[CH2:23][CH2:22]2)(=O)=O.N#N.[O-]P([O-])([O-])=O.[K+].[K+].[K+]. (3) The reactants are: [Cl:1][C:2]1[N:7]=[C:6]([NH:8][C:9]2[CH:14]=[CH:13][C:12]([O:15][CH3:16])=[CH:11][CH:10]=2)[C:5]([N+:17]([O-])=O)=[CH:4][N:3]=1. Given the product [Cl:1][C:2]1[N:7]=[C:6]([NH:8][C:9]2[CH:10]=[CH:11][C:12]([O:15][CH3:16])=[CH:13][CH:14]=2)[C:5]([NH2:17])=[CH:4][N:3]=1, predict the reactants needed to synthesize it. (4) Given the product [Cl:22][C:20]1[CH:19]=[CH:18][C:17]([O:23][CH2:24][C:25]2[CH:30]=[CH:29][CH:28]=[CH:27][CH:26]=2)=[C:16]([C:11]2[N:10]([C:7]3[CH:8]=[CH:9][C:4]([C:3]([OH:31])=[O:2])=[CH:5][CH:6]=3)[C:14]([CH3:15])=[CH:13][CH:12]=2)[CH:21]=1, predict the reactants needed to synthesize it. The reactants are: C[O:2][C:3](=[O:31])[C:4]1[CH:9]=[CH:8][C:7]([N:10]2[C:14]([CH3:15])=[CH:13][CH:12]=[C:11]2[C:16]2[CH:21]=[C:20]([Cl:22])[CH:19]=[CH:18][C:17]=2[O:23][CH2:24][C:25]2[CH:30]=[CH:29][CH:28]=[CH:27][CH:26]=2)=[CH:6][CH:5]=1.